From a dataset of Reaction yield outcomes from USPTO patents with 853,638 reactions. Predict the reaction yield, written as a fraction of the theoretical maximum amount of product (1.0 means a 100% yield; for example, 0.34 means a 34% yield). (1) The reactants are Cl[C:2]1[CH:3]=[C:4]([N:25]2[CH2:30][CH2:29]O[CH2:27][CH2:26]2)[C:5]2[N:6]([CH:8]=[C:9]([C:11]3[CH:12]=[N:13][N:14](CC4C=CC(OC)=CC=4)[CH:15]=3)[N:10]=2)[N:7]=1.C(=O)([O-])[O-].[K+].[K+].[OH2:37].[NH2:38][NH2:39].CN1[CH2:45][CH2:44][CH2:43][C:42]1=O. The yield is 0.150. The product is [CH3:42][C:43]1[CH:9]=[C:11]([CH:15]=[CH:45][CH:44]=1)[CH:12]=[N:38][NH:39][C:2]1[CH:3]=[C:4]([N:25]2[CH2:26][CH2:27][O:37][CH2:29][CH2:30]2)[C:5]2[N:6]([CH:8]=[C:9]([C:11]3[CH:12]=[N:13][NH:14][CH:15]=3)[N:10]=2)[N:7]=1. The catalyst is O. (2) The reactants are [CH2:1]([O:3][C:4](=[O:11])[CH2:5][CH:6](Br)[CH2:7][CH2:8][CH3:9])[CH3:2].[Na].[OH:13][C:14]1[CH:15]=[N:16][CH:17]=[CH:18][CH:19]=1. The catalyst is O1CCCC1. The product is [CH2:1]([O:3][C:4](=[O:11])[CH:5]([O:13][C:14]1[CH:15]=[N:16][CH:17]=[CH:18][CH:19]=1)[CH2:6][CH2:7][CH2:8][CH3:9])[CH3:2]. The yield is 0.340. (3) The reactants are [F:1][C:2]1[C:10]([NH:11][S:12]([CH2:15][CH2:16][CH3:17])(=[O:14])=[O:13])=[CH:9][CH:8]=[C:7]([F:18])[C:3]=1[C:4]([OH:6])=O.CN(C)C=O.C(Cl)(=O)C(Cl)=O.C(N(CC)CC)C.[NH2:37][C:38]1[CH:39]=[N:40][C:41]2[C:46]([CH:47]=1)=[CH:45][CH:44]=[CH:43][CH:42]=2. The catalyst is O1CCCC1.ClCCl. The product is [F:1][C:2]1[C:10]([NH:11][S:12]([CH2:15][CH2:16][CH3:17])(=[O:14])=[O:13])=[CH:9][CH:8]=[C:7]([F:18])[C:3]=1[C:4]([NH:37][C:38]1[CH:39]=[N:40][C:41]2[C:46]([CH:47]=1)=[CH:45][CH:44]=[CH:43][CH:42]=2)=[O:6]. The yield is 0.450. (4) The reactants are [N:1]1([C:9]([C@@H:11]([C@H:21]([CH2:34][OH:35])[O:22][CH2:23][P:24]([O:30][CH:31]([CH3:33])[CH3:32])([O:26][CH:27]([CH3:29])[CH3:28])=[O:25])[O:12]C(=O)C2C=CC=CC=2)=[O:10])[CH:8]=[CH:7][C:5](=[O:6])[NH:4][C:2]1=[O:3].N. The catalyst is CO. The product is [N:1]1([C:9]([C@@H:11]([C@H:21]([CH2:34][OH:35])[O:22][CH2:23][P:24]([O:30][CH:31]([CH3:33])[CH3:32])([O:26][CH:27]([CH3:28])[CH3:29])=[O:25])[OH:12])=[O:10])[CH:8]=[CH:7][C:5](=[O:6])[NH:4][C:2]1=[O:3]. The yield is 0.960. (5) No catalyst specified. The product is [CH3:18][C:11]1[S:9][C:7]([N:1]2[CH2:6][CH2:5][NH:4][CH2:3][CH2:2]2)=[N:8][C:12]=1[C:13]([F:16])([F:15])[F:14]. The reactants are [N:1]1([C:7](=[S:9])[NH2:8])[CH2:6][CH2:5][NH:4][CH2:3][CH2:2]1.Br[CH:11]([CH3:18])[C:12](=O)[C:13]([F:16])([F:15])[F:14]. The yield is 0.250. (6) The reactants are [C:1]([C:3]1[C:4]([O:32][CH3:33])=[C:5]([CH2:13][N:14]([CH3:31])[C:15](=[O:30])[CH:16]([C:23]2[CH:28]=[CH:27][C:26]([F:29])=[CH:25][CH:24]=2)[N:17]2[CH2:22][CH2:21][NH:20][CH2:19][CH2:18]2)[C:6]2[C:11]([CH:12]=1)=[CH:10][CH:9]=[CH:8][CH:7]=2)#[N:2].[CH:34](=O)[CH3:35].C([NH+](CC)CC)C. The catalyst is C1COCC1. The product is [C:1]([C:3]1[C:4]([O:32][CH3:33])=[C:5]([CH2:13][N:14]([CH3:31])[C:15](=[O:30])[CH:16]([N:17]2[CH2:18][CH2:19][N:20]([CH2:34][CH3:35])[CH2:21][CH2:22]2)[C:23]2[CH:24]=[CH:25][C:26]([F:29])=[CH:27][CH:28]=2)[C:6]2[C:11]([CH:12]=1)=[CH:10][CH:9]=[CH:8][CH:7]=2)#[N:2]. The yield is 0.530. (7) The reactants are C(OC([N:11]1[CH2:16][CH2:15][C:14](=[CH:17][C:18]2[S:19][C:20]3[N:21]=[C:22]([N:33]4[C:37]5[CH:38]=[CH:39][CH:40]=[CH:41][C:36]=5[N:35]=[C:34]4[CH2:42][CH3:43])[N:23]=[C:24]([N:27]4[CH2:32][CH2:31][O:30][CH2:29][CH2:28]4)[C:25]=3[N:26]=2)[CH2:13][CH2:12]1)=O)C1C=CC=CC=1. The catalyst is CC(O)=O.[OH-].[OH-].[Pd+2]. The product is [CH2:42]([C:34]1[N:33]([C:22]2[N:23]=[C:24]([N:27]3[CH2:28][CH2:29][O:30][CH2:31][CH2:32]3)[C:25]3[N:26]=[C:18]([CH2:17][CH:14]4[CH2:13][CH2:12][NH:11][CH2:16][CH2:15]4)[S:19][C:20]=3[N:21]=2)[C:37]2[CH:38]=[CH:39][CH:40]=[CH:41][C:36]=2[N:35]=1)[CH3:43]. The yield is 0.410. (8) The reactants are [Br:1][C:2]1[CH:3]=[C:4]([CH2:8][O:9][Si:10]([C:13]([CH3:16])([CH3:15])[CH3:14])([CH3:12])[CH3:11])[CH:5]=[CH:6][CH:7]=1.[CH3:17][C:18]1([CH3:34])[C:22]([CH3:24])([CH3:23])[O:21][B:20]([B:20]2[O:21][C:22]([CH3:24])([CH3:23])[C:18]([CH3:34])([CH3:17])[O:19]2)[O:19]1. The catalyst is O1CCCC1.C(C1C=CN=C(C2C=C(C(C)(C)C)C=CN=2)C=1)(C)(C)C. The product is [Br:1][C:2]1[CH:3]=[C:4]([CH2:8][O:9][Si:10]([C:13]([CH3:16])([CH3:15])[CH3:14])([CH3:11])[CH3:12])[CH:5]=[C:6]([B:20]2[O:21][C:22]([CH3:24])([CH3:23])[C:18]([CH3:34])([CH3:17])[O:19]2)[CH:7]=1. The yield is 0.860.